Task: Predict the reactants needed to synthesize the given product.. Dataset: Full USPTO retrosynthesis dataset with 1.9M reactions from patents (1976-2016) (1) Given the product [O:1]1[C:5]2[CH:6]=[CH:7][C:8]([CH2:10][N:11]3[C:20]([CH2:21][O:22][CH2:31][CH2:32][CH2:33][CH3:34])=[C:19]([C:23]4[CH:28]=[CH:27][CH:26]=[CH:25][CH:24]=4)[C:18]4[C:13](=[CH:14][CH:15]=[C:16]([Br:29])[CH:17]=4)[C:12]3=[O:30])=[CH:9][C:4]=2[O:3][CH2:2]1, predict the reactants needed to synthesize it. The reactants are: [O:1]1[C:5]2[CH:6]=[CH:7][C:8]([CH2:10][N:11]3[C:20]([CH2:21][OH:22])=[C:19]([C:23]4[CH:28]=[CH:27][CH:26]=[CH:25][CH:24]=4)[C:18]4[C:13](=[CH:14][CH:15]=[C:16]([Br:29])[CH:17]=4)[C:12]3=[O:30])=[CH:9][C:4]=2[O:3][CH2:2]1.[CH2:31](Br)[CH2:32][CH2:33][CH3:34]. (2) Given the product [CH3:1][O:2][C:3](=[O:18])[C@@H:4]([O:15][CH2:16][CH3:17])[CH2:5][C:6]1[CH:11]=[CH:10][C:9]([O:12][CH2:20][C:21]2[S:25][C:24]([C:26]3[CH:27]=[CH:28][C:29]([C:32]([F:35])([F:33])[F:34])=[CH:30][CH:31]=3)=[N:23][C:22]=2[CH3:36])=[CH:8][C:7]=1[CH2:13][CH3:14], predict the reactants needed to synthesize it. The reactants are: [CH3:1][O:2][C:3](=[O:18])[C@@H:4]([O:15][CH2:16][CH3:17])[CH2:5][C:6]1[CH:11]=[CH:10][C:9]([OH:12])=[CH:8][C:7]=1[CH2:13][CH3:14].Cl[CH2:20][C:21]1[S:25][C:24]([C:26]2[CH:31]=[CH:30][C:29]([C:32]([F:35])([F:34])[F:33])=[CH:28][CH:27]=2)=[N:23][C:22]=1[CH3:36].C(=O)([O-])[O-].[Cs+].[Cs+].[I-].[K+]. (3) The reactants are: [F:1][C:2]1[CH:3]=[C:4]([CH:8]=[CH:9][C:10]=1[C:11]1[S:12][C:13]2[C:18]([N:19]=1)=[CH:17][CH:16]=[C:15]([C:20]1([C:23]3[CH:28]=[CH:27][CH:26]=[CH:25][CH:24]=3)[CH2:22][CH2:21]1)[N:14]=2)[C:5](O)=[O:6].[NH:29]1[CH2:32][CH:31]([C:33]([OH:35])=[O:34])[CH2:30]1. Given the product [F:1][C:2]1[CH:3]=[C:4]([C:5]([N:29]2[CH2:32][CH:31]([C:33]([OH:35])=[O:34])[CH2:30]2)=[O:6])[CH:8]=[CH:9][C:10]=1[C:11]1[S:12][C:13]2[C:18]([N:19]=1)=[CH:17][CH:16]=[C:15]([C:20]1([C:23]3[CH:24]=[CH:25][CH:26]=[CH:27][CH:28]=3)[CH2:21][CH2:22]1)[N:14]=2, predict the reactants needed to synthesize it. (4) Given the product [CH:66]1([C:54]([NH:53][C@H:46]([C:47]2[CH:52]=[CH:51][CH:50]=[CH:49][CH:48]=2)[C:45]([N:40]2[CH2:41][C@@H:42]([CH3:44])[CH2:43][C@H:39]2[C:37]2[NH:38][C:34]([C:31]3[CH:32]=[CH:33][C:28]([C:25]4[CH:24]=[CH:23][C:22]([C:19]5[NH:18][C:17]([C@@H:10]6[CH2:11][C@H:12]([CH2:14][O:15][CH3:16])[CH2:13][N:9]6[C:7](=[O:8])[C@@H:6]([NH:5][C:3](=[O:4])[O:2][CH3:1])[CH:62]([CH3:64])[CH3:63])=[N:21][CH:20]=5)=[CH:27][CH:26]=4)=[CH:29][CH:30]=3)=[CH:35][N:36]=2)=[O:61])=[O:55])[CH2:68][CH2:67]1, predict the reactants needed to synthesize it. The reactants are: [CH3:1][O:2][C:3]([NH:5][C@@H:6]([CH:62]([CH3:64])[CH3:63])[C:7]([N:9]1[CH2:13][C@@H:12]([CH2:14][O:15][CH3:16])[CH2:11][C@H:10]1[C:17]1[NH:18][C:19]([C:22]2[CH:27]=[CH:26][C:25]([C:28]3[CH:33]=[CH:32][C:31]([C:34]4[NH:38][C:37]([C@@H:39]5[CH2:43][C@H:42]([CH3:44])[CH2:41][N:40]5[C:45](=[O:61])[C@H:46]([NH:53][C:54](=O)[O:55]C(C)(C)C)[C:47]5[CH:52]=[CH:51][CH:50]=[CH:49][CH:48]=5)=[N:36][CH:35]=4)=[CH:30][CH:29]=3)=[CH:24][CH:23]=2)=[CH:20][N:21]=1)=[O:8])=[O:4].Cl.[CH:66]1(C(O)=O)[CH2:68][CH2:67]1.CCOC(C(C#N)=NOC(N1CCOCC1)=[N+](C)C)=O.F[P-](F)(F)(F)(F)F.CCN(C(C)C)C(C)C. (5) Given the product [C:1]([C:3]1[CH:4]=[C:5]([C:22]2[N:27]=[CH:26][N:25]=[C:24]([NH:28][C:29]3[CH:30]=[CH:31][C:32]([N:35]4[CH2:40][CH2:39][O:38][C@H:37]([C:41]([NH2:43])=[O:42])[CH2:36]4)=[CH:33][CH:34]=3)[N:23]=2)[CH:6]=[CH:7][C:8]=1[O:9][C@H:10]1[CH2:15][CH2:14][N:13]([C:16](=[O:20])[C@@H:17]([OH:19])[CH3:18])[CH2:12][C@H:11]1[F:21])#[N:2], predict the reactants needed to synthesize it. The reactants are: [C:1]([C:3]1[CH:4]=[C:5]([C:22]2[N:27]=[CH:26][N:25]=[C:24]([NH:28][C:29]3[CH:34]=[CH:33][C:32]([N:35]4[CH2:40][CH2:39][O:38][CH:37]([C:41]([NH2:43])=[O:42])[CH2:36]4)=[CH:31][CH:30]=3)[N:23]=2)[CH:6]=[CH:7][C:8]=1[O:9][C@H:10]1[CH2:15][CH2:14][N:13]([C:16](=[O:20])[C@@H:17]([OH:19])[CH3:18])[CH2:12][C@H:11]1[F:21])#[N:2]. (6) Given the product [CH2:1]([N:8]1[CH2:13][CH2:12][CH2:11][C:10]([C:15]2[CH:20]=[CH:19][CH:18]=[CH:17][CH:16]=2)([OH:14])[CH2:9]1)[C:2]1[CH:3]=[CH:4][CH:5]=[CH:6][CH:7]=1, predict the reactants needed to synthesize it. The reactants are: [CH2:1]([N:8]1[CH2:13][CH2:12][CH2:11][C:10](=[O:14])[CH2:9]1)[C:2]1[CH:7]=[CH:6][CH:5]=[CH:4][CH:3]=1.[C:15]1([Mg]Br)[CH:20]=[CH:19][CH:18]=[CH:17][CH:16]=1.C1COCC1.O.